From a dataset of Forward reaction prediction with 1.9M reactions from USPTO patents (1976-2016). Predict the product of the given reaction. (1) Given the reactants [NH2:1][C:2]1[CH:3]=[C:4]([NH:13][C:14](=[O:16])[CH3:15])[CH:5]=[CH:6][C:7]=1[NH:8][CH2:9][CH:10]1[CH2:12][CH2:11]1.CCN(C(C)C)C(C)C.[CH2:26]([O:28][C:29]1[CH:34]=[CH:33][C:32]([CH2:35][C:36](O)=O)=[CH:31][CH:30]=1)[CH3:27].CN(C(ON1N=NC2C=CC=NC1=2)=[N+](C)C)C.F[P-](F)(F)(F)(F)F, predict the reaction product. The product is: [CH:10]1([CH2:9][N:8]2[C:7]3[CH:6]=[CH:5][C:4]([NH:13][C:14](=[O:16])[CH3:15])=[CH:3][C:2]=3[N:1]=[C:36]2[CH2:35][C:32]2[CH:33]=[CH:34][C:29]([O:28][CH2:26][CH3:27])=[CH:30][CH:31]=2)[CH2:11][CH2:12]1. (2) Given the reactants N1C=CC=NC=1.[CH3:7][C:8]1[N:12]2[CH2:13][CH2:14][NH:15][C:16](=[O:17])[C:11]2=[C:10]([CH3:18])[C:9]=1[C:19]1[CH:24]=[CH:23][N:22]=[C:21]([NH:25][C:26]2[CH:31]=[CH:30][C:29]([CH2:32][C:33]([OH:35])=O)=[CH:28][CH:27]=2)[N:20]=1.CCN=C=NCCCN(C)C.C1C=CC2N(O)N=NC=2C=1.[CH3:57][O:58][CH2:59][CH2:60][NH2:61], predict the reaction product. The product is: [CH3:7][C:8]1[N:12]2[CH2:13][CH2:14][NH:15][C:16](=[O:17])[C:11]2=[C:10]([CH3:18])[C:9]=1[C:19]1[CH:24]=[CH:23][N:22]=[C:21]([NH:25][C:26]2[CH:27]=[CH:28][C:29]([CH2:32][C:33]([NH:61][CH2:60][CH2:59][O:58][CH3:57])=[O:35])=[CH:30][CH:31]=2)[N:20]=1. (3) Given the reactants [OH:1][C:2]12[CH2:11][CH:6]3[CH2:7][CH:8]([CH2:10][CH:4]([C:5]3=O)[CH2:3]1)[CH2:9]2.CO.[CH2:15](B1OC(C)(C)C(C)(C)O1)[CH:16]=[CH2:17].[NH3:27], predict the reaction product. The product is: [CH2:15]([C:5]1([NH2:27])[CH:6]2[CH2:11][C:2]3([OH:1])[CH2:9][CH:8]([CH2:10][CH:4]1[CH2:3]3)[CH2:7]2)[CH:16]=[CH2:17]. (4) Given the reactants [F:1][C:2]1[C:7](=O)[N:6]2[N:9]=[CH:10][C:11]([C:12]([OH:14])=[O:13])=[C:5]2[NH:4][C:3]=1[C:15]1[CH:20]=[CH:19][C:18]([O:21][CH3:22])=[CH:17][CH:16]=1.O=P(Cl)(Cl)[Cl:25], predict the reaction product. The product is: [Cl:25][C:7]1[N:6]2[N:9]=[CH:10][C:11]([C:12]([OH:14])=[O:13])=[C:5]2[N:4]=[C:3]([C:15]2[CH:20]=[CH:19][C:18]([O:21][CH3:22])=[CH:17][CH:16]=2)[C:2]=1[F:1]. (5) The product is: [Br:1][C:2]1[CH:3]=[C:4]([C:13]2[N:17]([C:18]3[CH:19]=[N:20][C:21]([Cl:24])=[CH:22][CH:23]=3)[N:16]=[C:15]([C:25]([N:58]3[CH2:59][CH2:60][S:56][CH2:57]3)=[O:26])[CH:14]=2)[CH:5]=[C:6]([O:8][C:9]([F:10])([F:12])[F:11])[CH:7]=1. Given the reactants [Br:1][C:2]1[CH:3]=[C:4]([C:13]2[N:17]([C:18]3[CH:19]=[N:20][C:21]([Cl:24])=[CH:22][CH:23]=3)[N:16]=[C:15]([C:25](O)=[O:26])[CH:14]=2)[CH:5]=[C:6]([O:8][C:9]([F:12])([F:11])[F:10])[CH:7]=1.ClC1C=C(C2N(C3C=NC=CC=3)N=C(C(N3CCNC(=O)C3)=O)C=2)C=C(F)C=1.[S:56]1[CH2:60][CH2:59][NH:58][CH2:57]1, predict the reaction product. (6) Given the reactants [CH3:1][O:2][C:3]1[CH:4]=[C:5]2[C:10](=[CH:11][C:12]=1[O:13][CH3:14])[N:9]=[C:8]([C:15]1[CH:20]=[CH:19][C:18]([F:21])=[CH:17][CH:16]=1)[N:7]=[C:6]2[C:22](O)=[O:23].Cl.[CH3:26][O:27][C:28]1[CH:37]=[CH:36][CH:35]=[C:34]2[C:29]=1[CH2:30][CH2:31][NH:32][CH2:33]2, predict the reaction product. The product is: [CH3:1][O:2][C:3]1[CH:4]=[C:5]2[C:10](=[CH:11][C:12]=1[O:13][CH3:14])[N:9]=[C:8]([C:15]1[CH:16]=[CH:17][C:18]([F:21])=[CH:19][CH:20]=1)[N:7]=[C:6]2[C:22]([N:32]1[CH2:31][CH2:30][C:29]2[C:34](=[CH:35][CH:36]=[CH:37][C:28]=2[O:27][CH3:26])[CH2:33]1)=[O:23]. (7) Given the reactants [NH3:1].S(O[N:13]=[C:14]([C:19]1[CH:24]=[CH:23][C:22]([CH2:25][O:26][Si:27]([C:30]([CH3:33])([CH3:32])[CH3:31])([CH3:29])[CH3:28])=[CH:21][CH:20]=1)[C:15]([F:18])([F:17])[F:16])(C1C=CC(C)=CC=1)(=O)=O, predict the reaction product. The product is: [C:30]([Si:27]([CH3:28])([CH3:29])[O:26][CH2:25][C:22]1[CH:23]=[CH:24][C:19]([C:14]2([C:15]([F:16])([F:18])[F:17])[NH:13][NH:1]2)=[CH:20][CH:21]=1)([CH3:32])([CH3:33])[CH3:31]. (8) Given the reactants [F-].C([N+](CCCC)(CCCC)CCCC)CCC.[Si]([O:26][CH2:27][CH2:28][C:29]1[S:33][CH:32]=[C:31]([CH2:34][N:35]2[CH2:55][CH2:54][C:38]3([O:43][CH2:42][CH2:41][N:40]([C:44]([C:46]4[N:47]=[C:48]([CH:51]([CH3:53])[CH3:52])[S:49][CH:50]=4)=[O:45])[CH2:39]3)[CH2:37][CH2:36]2)[CH:30]=1)(C(C)(C)C)(C)C, predict the reaction product. The product is: [OH:26][CH2:27][CH2:28][C:29]1[S:33][CH:32]=[C:31]([CH2:34][N:35]2[CH2:55][CH2:54][C:38]3([O:43][CH2:42][CH2:41][N:40]([C:44]([C:46]4[N:47]=[C:48]([CH:51]([CH3:52])[CH3:53])[S:49][CH:50]=4)=[O:45])[CH2:39]3)[CH2:37][CH2:36]2)[CH:30]=1. (9) Given the reactants [NH2:1][C:2]1[N:10]=[C:9]([O:11][CH2:12][CH2:13][O:14][CH3:15])[N:8]=[C:7]2[C:3]=1[N:4]=[C:5](Br)[N:6]2[CH2:16][C:17]1[CH:18]=[C:19]([P:23](=[O:30])([O:27]CC)[O:24][CH2:25][CH3:26])[CH:20]=[CH:21][CH:22]=1.[OH-:32].[Na+], predict the reaction product. The product is: [NH2:1][C:2]1[N:10]=[C:9]([O:11][CH2:12][CH2:13][O:14][CH3:15])[N:8]=[C:7]2[C:3]=1[N:4]=[C:5]([OH:32])[N:6]2[CH2:16][C:17]1[CH:18]=[C:19]([P:23](=[O:30])([OH:27])[O:24][CH2:25][CH3:26])[CH:20]=[CH:21][CH:22]=1. (10) Given the reactants [F:1][C:2]1[CH:7]=[CH:6][C:5]([C:8](=[O:10])[CH3:9])=[CH:4][CH:3]=1.FC(F)(F)C(OI(C1C=CC=CC=1)OC(=O)C(F)(F)F)=[O:14].O.FC(F)(F)C(O)=O, predict the reaction product. The product is: [F:1][C:2]1[CH:7]=[CH:6][C:5]([C:8](=[O:10])[CH2:9][OH:14])=[CH:4][CH:3]=1.